This data is from B-cell epitopes from IEDB database with 3,159 antigens for binding position prediction. The task is: Token-level Classification. Given an antigen amino acid sequence, predict which amino acid positions are active epitope sites capable of antibody binding. Output is a list of indices for active positions. Given the antigen sequence: GCPERLASCRPLTDFDQGWGPISYANGSGPDQRPYCWHYPPKPCGIVPAKSVCGPVYCFTPSPVVVGTTDRSGAPTYSWGENDTDVFVLNNTRPPLGNWFGCTWMNSTGFTKVCGAPPCVIGGAGNNTLHCPTDCFRKHPDATYSRCGSGPWITPRCLVDYPYRLWHYPCTINYTIFKIRMYVGGVEHRLEAACNWTRGERCDLEDRDRSELSPLLLTTTQWQVLPCSFTTLPALSTGLIHLHQNIVDVQYLYGVGSSIASWAIKWEYVVLLFLLLADARVCSCLWMMLLISQAEAALENLVILNAASLAGTHGLVSFLVFFCFAWYLKGKWVPGAVYTFYGMWPLLLLLLALPQRAYALDTEVAASCGGVVLVGLMALTLSPYYKRYISWCLWWLQYFLTRVEAQLHVWIPPLNVRGGRDAVILLMCAVHPTLVFDITKLLLAVFGPLWILQASLLKVPYFVRVQGLLRFCALARKMIGGHYVQMVIIKLGALTGTYVY..., which amino acid positions are active epitope sites? The epitope positions are: [1273, 1274, 1275, 1276, 1277, 1278, 1279, 1280, 1281, 1282, 1283, 1284, 1285, 1286, 1287, 1288, 1289, 1290, 1291, 1292]. The amino acids at these positions are: LAEQFKQKALGLLQTASRQA.